Dataset: Reaction yield outcomes from USPTO patents with 853,638 reactions. Task: Predict the reaction yield, written as a fraction of the theoretical maximum amount of product (1.0 means a 100% yield; for example, 0.34 means a 34% yield). (1) The reactants are [Cl:1][C:2]1[CH:7]=[C:6]([C:8](OC)=[O:9])[CH:5]=[CH:4][N:3]=1.[H-].C([Al+]CC(C)C)C(C)C.[NH4+].[Cl-]. The catalyst is C1COCC1. The product is [Cl:1][C:2]1[CH:7]=[C:6]([CH2:8][OH:9])[CH:5]=[CH:4][N:3]=1. The yield is 0.940. (2) The reactants are Cl[C:2]1[CH:11]=[C:10]2[C:5]([CH:6]=[C:7]([C:15]3[C:16]([F:32])=[CH:17][C:18]([F:31])=[C:19]([NH:21][C:22]([NH:24][C:25]4[CH:30]=[CH:29][CH:28]=[CH:27][CH:26]=4)=[O:23])[CH:20]=3)[C:8](=[O:14])[N:9]2[CH2:12][CH3:13])=[CH:4][N:3]=1.C([O-])([O-])=O.[Cs+].[Cs+].[CH3:39][N:40]([CH3:44])[C:41]([NH2:43])=[O:42].CC1(C)C2C(=C(P(C3C=CC=CC=3)C3C=CC=CC=3)C=CC=2)OC2C(P(C3C=CC=CC=3)C3C=CC=CC=3)=CC=CC1=2. The catalyst is O1CCOCC1.C1C=CC(/C=C/C(/C=C/C2C=CC=CC=2)=O)=CC=1.C1C=CC(/C=C/C(/C=C/C2C=CC=CC=2)=O)=CC=1.C1C=CC(/C=C/C(/C=C/C2C=CC=CC=2)=O)=CC=1.[Pd].[Pd].CN(C=O)C.CCOC(C)=O. The product is [F:32][C:16]1[CH:17]=[C:18]([F:31])[C:19]([NH:21][C:22]([NH:24][C:25]2[CH:30]=[CH:29][CH:28]=[CH:27][CH:26]=2)=[O:23])=[CH:20][C:15]=1[C:7]1[C:8](=[O:14])[N:9]([CH2:12][CH3:13])[C:10]2[C:5]([CH:6]=1)=[CH:4][N:3]=[C:2]([NH:43][C:41](=[O:42])[N:40]([CH3:44])[CH3:39])[CH:11]=2. The yield is 0.330. (3) The reactants are C[N:2](C)[CH:3]=[CH:4][C:5]([C:7]1[C:12](=[O:13])[CH:11]=[CH:10][N:9]([C:14]2[CH:19]=[CH:18][CH:17]=[CH:16][CH:15]=2)[N:8]=1)=O.[C:21]1([NH:27]N)[CH:26]=[CH:25][CH:24]=[CH:23][CH:22]=1. The catalyst is CO. The product is [C:14]1([N:9]2[CH:10]=[CH:11][C:12](=[O:13])[C:7]([C:5]3[N:27]([C:21]4[CH:26]=[CH:25][CH:24]=[CH:23][CH:22]=4)[N:2]=[CH:3][CH:4]=3)=[N:8]2)[CH:19]=[CH:18][CH:17]=[CH:16][CH:15]=1. The yield is 0.0700. (4) The reactants are Cl[C:2]1[N:7]=[C:6]2[CH2:8][CH2:9][CH2:10][C:5]2=[C:4]([Cl:11])[CH:3]=1.[Cl:12][C:13]1[CH:18]=[CH:17][C:16](B(O)O)=[CH:15][CH:14]=1. No catalyst specified. The product is [Cl:11][C:4]1[CH:3]=[C:2]([C:16]2[CH:17]=[CH:18][C:13]([Cl:12])=[CH:14][CH:15]=2)[N:7]=[C:6]2[CH2:8][CH2:9][CH2:10][C:5]=12. The yield is 0.780. (5) The reactants are [Cl-].O[NH3+:3].[C:4](=[O:7])([O-])[OH:5].[Na+].CS(C)=O.[F:13][CH:14]([F:48])[C:15]1[N:16]([C:40]2[CH:45]=[CH:44][C:43]([O:46][CH3:47])=[CH:42][CH:41]=2)[C:17](=[O:39])[C:18]([CH2:24][C:25]2[CH:30]=[CH:29][C:28]([C:31]3[C:32]([C:37]#[N:38])=[CH:33][CH:34]=[CH:35][CH:36]=3)=[CH:27][CH:26]=2)=[C:19]([CH2:21][CH2:22][CH3:23])[N:20]=1. The catalyst is C(OCC)(=O)C. The product is [F:48][CH:14]([F:13])[C:15]1[N:16]([C:40]2[CH:41]=[CH:42][C:43]([O:46][CH3:47])=[CH:44][CH:45]=2)[C:17](=[O:39])[C:18]([CH2:24][C:25]2[CH:26]=[CH:27][C:28]([C:31]3[CH:36]=[CH:35][CH:34]=[CH:33][C:32]=3[C:37]3[NH:3][C:4](=[O:7])[O:5][N:38]=3)=[CH:29][CH:30]=2)=[C:19]([CH2:21][CH2:22][CH3:23])[N:20]=1. The yield is 0.600.